This data is from Full USPTO retrosynthesis dataset with 1.9M reactions from patents (1976-2016). The task is: Predict the reactants needed to synthesize the given product. (1) Given the product [Cl:1][C:2]1[C:3]([C:30]2[S:34][C:33]([C:35]3([O:39][CH2:40][O:41][CH3:42])[CH2:38][CH2:37][CH2:36]3)=[N:32][CH:31]=2)=[C:4]2[CH:10]=[C:9]([C:11]3[CH:17]=[CH:16][C:14]([NH2:15])=[CH:13][C:12]=3[O:18][CH3:19])[NH:8][C:5]2=[N:6][CH:7]=1, predict the reactants needed to synthesize it. The reactants are: [Cl:1][C:2]1[C:3]([C:30]2[S:34][C:33]([C:35]3([O:39][CH2:40][O:41][CH3:42])[CH2:38][CH2:37][CH2:36]3)=[N:32][CH:31]=2)=[C:4]2[CH:10]=[C:9]([C:11]3[CH:17]=[CH:16][C:14]([NH2:15])=[CH:13][C:12]=3[O:18][CH3:19])[N:8](S(C3C=CC(C)=CC=3)(=O)=O)[C:5]2=[N:6][CH:7]=1.ClC1C(C2SC(C3(O)CCC3)=NC=2)=C2C=C(C3C=NN(CCN4CCOCC4)C=3)N(S(C3C=CC(C)=CC=3)(=O)=O)C2=NC=1. (2) Given the product [Cl:14][C:15]1[CH:16]=[C:17]([CH2:22][CH2:23][NH:24][CH2:11][C:9]2[CH:8]=[CH:7][C:5]3[O:6][C:2]([F:13])([F:1])[O:3][C:4]=3[CH:10]=2)[CH:18]=[CH:19][C:20]=1[Cl:21], predict the reactants needed to synthesize it. The reactants are: [F:1][C:2]1([F:13])[O:6][C:5]2[CH:7]=[CH:8][C:9]([CH:11]=O)=[CH:10][C:4]=2[O:3]1.[Cl:14][C:15]1[CH:16]=[C:17]([CH2:22][CH2:23][NH2:24])[CH:18]=[CH:19][C:20]=1[Cl:21].[BH4-].[Na+].